From a dataset of NCI-60 drug combinations with 297,098 pairs across 59 cell lines. Regression. Given two drug SMILES strings and cell line genomic features, predict the synergy score measuring deviation from expected non-interaction effect. (1) Drug 1: CCC(=C(C1=CC=CC=C1)C2=CC=C(C=C2)OCCN(C)C)C3=CC=CC=C3.C(C(=O)O)C(CC(=O)O)(C(=O)O)O. Drug 2: CN(CCCl)CCCl.Cl. Cell line: UACC-257. Synergy scores: CSS=0.927, Synergy_ZIP=-1.62, Synergy_Bliss=2.00, Synergy_Loewe=-6.01, Synergy_HSA=-0.228. (2) Drug 1: C1CNP(=O)(OC1)N(CCCl)CCCl. Drug 2: CS(=O)(=O)CCNCC1=CC=C(O1)C2=CC3=C(C=C2)N=CN=C3NC4=CC(=C(C=C4)OCC5=CC(=CC=C5)F)Cl. Cell line: SK-OV-3. Synergy scores: CSS=19.6, Synergy_ZIP=5.27, Synergy_Bliss=4.19, Synergy_Loewe=-9.95, Synergy_HSA=0.0164. (3) Drug 1: CN1C(=O)N2C=NC(=C2N=N1)C(=O)N. Drug 2: CS(=O)(=O)OCCCCOS(=O)(=O)C. Cell line: OVCAR-4. Synergy scores: CSS=-1.47, Synergy_ZIP=4.41, Synergy_Bliss=6.95, Synergy_Loewe=-2.13, Synergy_HSA=-0.596. (4) Drug 1: CC1=CC2C(CCC3(C2CCC3(C(=O)C)OC(=O)C)C)C4(C1=CC(=O)CC4)C. Drug 2: C1=CN(C(=O)N=C1N)C2C(C(C(O2)CO)O)O.Cl. Cell line: HL-60(TB). Synergy scores: CSS=23.5, Synergy_ZIP=-7.21, Synergy_Bliss=-11.9, Synergy_Loewe=-71.9, Synergy_HSA=-14.0. (5) Drug 1: C1=NNC2=C1C(=O)NC=N2. Drug 2: CC1CCCC2(C(O2)CC(NC(=O)CC(C(C(=O)C(C1O)C)(C)C)O)C(=CC3=CSC(=N3)C)C)C. Cell line: SW-620. Synergy scores: CSS=40.3, Synergy_ZIP=3.02, Synergy_Bliss=-0.989, Synergy_Loewe=-11.4, Synergy_HSA=-1.49.